This data is from Forward reaction prediction with 1.9M reactions from USPTO patents (1976-2016). The task is: Predict the product of the given reaction. (1) Given the reactants [C:1]1([NH:7][C:8]2[N:16]=[CH:15][N:14]=[C:13]3[C:9]=2[N:10]=[CH:11][N:12]3[C@H:17]2[C@H:21]([OH:22])[C@H:20]([OH:23])[C@@H:19]([C:24]#[C:25][C:26]3[CH:31]=[CH:30][CH:29]=[CH:28][C:27]=3[F:32])[O:18]2)[CH:6]=[CH:5][CH:4]=[CH:3]C=1.FC1C=CC(NC2N=CN=C3C=2N=CN3[C@H:50]2[C@H](O)[C@H](O)[C@@H](C#CC3C=CC=CC=3F)[O:51]2)=CC=1, predict the reaction product. The product is: [CH3:50][O:51][CH:5]1[CH2:4][CH2:3][CH:1]([NH:7][C:8]2[N:16]=[CH:15][N:14]=[C:13]3[C:9]=2[N:10]=[CH:11][N:12]3[C@H:17]2[C@H:21]([OH:22])[C@H:20]([OH:23])[C@@H:19]([C:24]#[C:25][C:26]3[CH:31]=[CH:30][CH:29]=[CH:28][C:27]=3[F:32])[O:18]2)[CH2:6]1. (2) The product is: [Br:1][C:2]1[C:6]([F:7])=[CH:5][N:4]([C:11]2[CH:16]=[CH:15][N:14]=[C:13]([C:17]([F:20])([F:19])[F:18])[CH:12]=2)[N:3]=1. Given the reactants [Br:1][C:2]1[C:6]([F:7])=[CH:5][NH:4][N:3]=1.[H-].[Na+].F[C:11]1[CH:16]=[CH:15][N:14]=[C:13]([C:17]([F:20])([F:19])[F:18])[CH:12]=1, predict the reaction product. (3) Given the reactants Br[CH2:2][C:3]1[CH:8]=[CH:7][N:6]=[C:5]([C:9]([O:11][CH2:12][CH3:13])=[O:10])[CH:4]=1.[Na+].[I-].[NH2:16][C:17]1[CH:36]=[CH:35][CH:34]=[CH:33][C:18]=1[C:19]([NH:21][C:22]1[CH:32]=[CH:31][C:25]2[O:26][C:27]([F:30])([F:29])[O:28][C:24]=2[CH:23]=1)=[O:20].O, predict the reaction product. The product is: [F:30][C:27]1([F:29])[O:26][C:25]2[CH:31]=[CH:32][C:22]([NH:21][C:19]([C:18]3[CH:33]=[CH:34][CH:35]=[CH:36][C:17]=3[NH:16][CH2:2][C:3]3[CH:8]=[CH:7][N:6]=[C:5]([C:9]([O:11][CH2:12][CH3:13])=[O:10])[CH:4]=3)=[O:20])=[CH:23][C:24]=2[O:28]1.